Dataset: Forward reaction prediction with 1.9M reactions from USPTO patents (1976-2016). Task: Predict the product of the given reaction. (1) Given the reactants S(Cl)([Cl:3])=O.O[CH2:6][CH:7]([F:13])[C:8]([O:10][CH2:11][CH3:12])=[O:9].C1(C)C=CC=CC=1, predict the reaction product. The product is: [Cl:3][CH2:6][CH:7]([F:13])[C:8]([O:10][CH2:11][CH3:12])=[O:9]. (2) Given the reactants COC1C=CC(N)=CC=1.C(N(CC)CC)C.[N+](C1C=C(S(Cl)(=O)=O)C=CC=1)([O-])=O.[CH3:30][O:31][C:32]1[CH:37]=[CH:36][C:35]([N:38](C2C=CC(OC)=CC=2)[S:39]([C:42]2[CH:47]=[CH:46][CH:45]=[C:44]([N+:48]([O-:50])=[O:49])[CH:43]=2)(=[O:41])=[O:40])=[CH:34][CH:33]=1, predict the reaction product. The product is: [CH3:30][O:31][C:32]1[CH:37]=[CH:36][C:35]([NH:38][S:39]([C:42]2[CH:47]=[CH:46][CH:45]=[C:44]([N+:48]([O-:50])=[O:49])[CH:43]=2)(=[O:41])=[O:40])=[CH:34][CH:33]=1. (3) Given the reactants [Br:1][C:2]1[CH:10]=[CH:9][CH:8]=[C:7]2[C:3]=1[C:4]1([C:15]3=[N:16][C:17]([O:20][CH3:21])=[CH:18][CH:19]=[C:14]3[O:13][CH2:12]1)[C:5](=[O:11])[NH:6]2.C(=O)([O-])[O-].[Cs+].[Cs+].CC1C=CC(S(O[CH2:39][C@H:40]2[CH2:44][CH2:43][CH2:42][O:41]2)(=O)=O)=CC=1, predict the reaction product. The product is: [Br:1][C:2]1[CH:10]=[CH:9][CH:8]=[C:7]2[C:3]=1[C:4]1([C:15]3=[N:16][C:17]([O:20][CH3:21])=[CH:18][CH:19]=[C:14]3[O:13][CH2:12]1)[C:5](=[O:11])[N:6]2[CH2:39][C@H:40]1[CH2:44][CH2:43][CH2:42][O:41]1. (4) Given the reactants [CH3:1][O:2][C:3](=[O:30])[CH2:4][C:5]1[CH:6]=[C:7]([C:11]2[C:16]([O:17][CH3:18])=[CH:15][CH:14]=[CH:13][C:12]=2[CH2:19][NH:20][CH2:21][CH2:22][CH2:23][N:24]2[CH2:28][CH2:27][CH2:26][C:25]2=[O:29])[CH:8]=[CH:9][CH:10]=1.[CH:31](=O)[CH3:32], predict the reaction product. The product is: [CH3:1][O:2][C:3](=[O:30])[CH2:4][C:5]1[CH:6]=[C:7]([C:11]2[C:16]([O:17][CH3:18])=[CH:15][CH:14]=[CH:13][C:12]=2[CH2:19][N:20]([CH2:31][CH3:32])[CH2:21][CH2:22][CH2:23][N:24]2[CH2:28][CH2:27][CH2:26][C:25]2=[O:29])[CH:8]=[CH:9][CH:10]=1. (5) Given the reactants [CH3:1][S:2][C:3]1[NH:4][C:5]([C:11]2[CH:16]=[CH:15][C:14]([F:17])=[CH:13][CH:12]=2)=[C:6]([CH2:8][CH2:9]Cl)[N:7]=1.[F:18][C:19]1[CH:33]=[CH:32][C:22]2[N:23]([CH:26]3[CH2:31][CH2:30][NH:29][CH2:28][CH2:27]3)[N:24]=[N:25][C:21]=2[CH:20]=1.C(N(C(C)C)CC)(C)C, predict the reaction product. The product is: [CH3:1][S:2][C:3]1[NH:7][C:6]([CH2:8][CH2:9][N:29]2[CH2:28][CH2:27][CH:26]([N:23]3[C:22]4[CH:32]=[CH:33][C:19]([F:18])=[CH:20][C:21]=4[N:25]=[N:24]3)[CH2:31][CH2:30]2)=[C:5]([C:11]2[CH:16]=[CH:15][C:14]([F:17])=[CH:13][CH:12]=2)[N:4]=1. (6) Given the reactants C(OC([N:8]1[C:12]2[CH:13]=[CH:14][CH:15]=[CH:16][C:11]=2[NH:10][C:9]1=[C:17]([C:20]1[N:25]=[C:24]([C:26]([F:29])([F:28])[F:27])[CH:23]=[CH:22][N:21]=1)[C:18]#[N:19])=O)(C)(C)C.[OH-:30].[Na+].O, predict the reaction product. The product is: [NH:8]1[C:12]2[CH:13]=[CH:14][CH:15]=[CH:16][C:11]=2[NH:10][C:9]1=[C:17]([C:20]1[N:25]=[C:24]([C:26]([F:27])([F:28])[F:29])[CH:23]=[CH:22][N:21]=1)[C:18]([NH2:19])=[O:30]. (7) Given the reactants [NH:1]1[C:9]2[C:4](=[CH:5][CH:6]=[CH:7][CH:8]=2)[C:3]([CH2:10][C@@H:11]([NH:24]C(=O)OC(C)(C)C)[C:12]2[NH:13][CH:14]=[C:15]([C:17]3[CH:22]=[CH:21][C:20]([F:23])=[CH:19][CH:18]=3)[N:16]=2)=[CH:2]1.[C:32]([O:36][CH2:37][CH3:38])(=[O:35])[CH:33]=O.C1(C)C=CC=CC=1, predict the reaction product. The product is: [F:23][C:20]1[CH:21]=[CH:22][C:17]([C:15]2[N:16]=[C:12]([C@H:11]3[CH2:10][C:3]4[C:4]5[C:9](=[CH:8][CH:7]=[CH:6][CH:5]=5)[NH:1][C:2]=4[CH:33]([C:32]([O:36][CH2:37][CH3:38])=[O:35])[NH:24]3)[NH:13][CH:14]=2)=[CH:18][CH:19]=1. (8) Given the reactants [N+:1]([C:4]1[CH:9]=[C:8]([O:10][C:11]([F:14])([F:13])[F:12])[CH:7]=[CH:6][C:5]=1[S:15](Cl)(=[O:17])=[O:16])([O-:3])=[O:2].[N:19]1[CH:24]=[CH:23][CH:22]=[CH:21][CH:20]=1, predict the reaction product. The product is: [N+:1]([C:4]1[CH:9]=[C:8]([O:10][C:11]([F:14])([F:13])[F:12])[CH:7]=[CH:6][C:5]=1[S:15]([NH:1][C:4]1[CH:5]=[CH:6][CH:7]=[C:23]2[C:24]=1[N:19]=[CH:20][CH:21]=[CH:22]2)(=[O:17])=[O:16])([O-:3])=[O:2].